From a dataset of Peptide-MHC class I binding affinity with 185,985 pairs from IEDB/IMGT. Regression. Given a peptide amino acid sequence and an MHC pseudo amino acid sequence, predict their binding affinity value. This is MHC class I binding data. (1) The peptide sequence is DPKKTGGPI. The MHC is HLA-A03:01 with pseudo-sequence HLA-A03:01. The binding affinity (normalized) is 0.0847. (2) The peptide sequence is IFSKASEYL. The MHC is HLA-A24:02 with pseudo-sequence HLA-A24:02. The binding affinity (normalized) is 0.422. (3) The peptide sequence is LPFERATII. The MHC is HLA-B07:02 with pseudo-sequence HLA-B07:02. The binding affinity (normalized) is 0.346. (4) The peptide sequence is GAFKVPGV. The binding affinity (normalized) is 0. The MHC is H-2-Kb with pseudo-sequence H-2-Kb. (5) The peptide sequence is MLTNASGHA. The MHC is HLA-B15:17 with pseudo-sequence HLA-B15:17. The binding affinity (normalized) is 0.0847. (6) The peptide sequence is YVTLNASQY. The MHC is HLA-A33:01 with pseudo-sequence HLA-A33:01. The binding affinity (normalized) is 0. (7) The peptide sequence is LYDYKENRF. The MHC is HLA-B58:01 with pseudo-sequence HLA-B58:01. The binding affinity (normalized) is 0.0847. (8) The peptide sequence is AYIDNYNKC. The MHC is HLA-A23:01 with pseudo-sequence HLA-A23:01. The binding affinity (normalized) is 0.310. (9) The peptide sequence is LPVWLAYRV. The MHC is HLA-B51:01 with pseudo-sequence HLA-B51:01. The binding affinity (normalized) is 0.550. (10) The peptide sequence is WLSVIAFGK. The MHC is HLA-B08:03 with pseudo-sequence HLA-B08:03. The binding affinity (normalized) is 0.0847.